This data is from Experimentally validated miRNA-target interactions with 360,000+ pairs, plus equal number of negative samples. The task is: Binary Classification. Given a miRNA mature sequence and a target amino acid sequence, predict their likelihood of interaction. (1) The miRNA is hsa-miR-631 with sequence AGACCUGGCCCAGACCUCAGC. The protein sequence of the target gene is MITFVDSAAKERERESDKCLDPQLWHACAGGMVQMPPVSSKVYYFPQGHAEHAQGHGPVEFPGGRVPALVLCRVAGVRFMADPDTDEVFAKIRLVPVRANEQGYAGDADDGIGAAAAAAAQEEKPASFAKTLTQSDANNGGGFSVPRYCAETIFPRLDYSADPPVQTVLAKDVHGVVWKFRHIYRGTPRRHLLTTGWSTFVNQKKLVAGDSIVFMRTENGDLCVGIRRAKKGGVGGPEFLPPPPPPPPTPAAGGNYGGFSMFLRGDDDGNKMAAAARGKVRARVRPEEVVEAANLAVSGQ.... Result: 0 (no interaction). (2) The miRNA is hsa-miR-4476 with sequence CAGGAAGGAUUUAGGGACAGGC. The protein sequence of the target gene is MLWKLTDNIKYEDCEDRHDGTSNGTARLPQLGTVGQSPYTSAPPLSHTPNADFQPPYFPPPYQPIYPQSQDPYSHVNDPYSLNPLHAQPQPQHPGWPGQRQSQESGLLHTHRGLPHQLSGLDPRRDYRRHEDLLHGPHALSSGLGDLSIHSLPHAIEEVPHVEDPGINIPDQTVIKKGPVSLSKSNSNAVSAIPINKDNLFGGVVNPNEVFCSVPGRLSLLSSTSKYKVTVAEVQRRLSPPECLNASLLGGVLRRAKSKNGGRSLREKLDKIGLNLPAGRRKAANVTLLTSLVEGEAVHL.... Result: 1 (interaction). (3) The miRNA is hsa-miR-342-5p with sequence AGGGGUGCUAUCUGUGAUUGA. The protein sequence of the target gene is MARSNLPLALGLALVAFCLLALPRDARARPQERMVGELRDLSPDDPQVQKAAQAAVASYNMGSNSIYYFRDTHIIKAQSQLVAGIKYFLTMEMGSTDCRKTRVTGDHVDLTTCPLAAGAQQEKLRCDFEVLVVPWQNSSQLLKHNCVQM. Result: 0 (no interaction). (4) The miRNA is hsa-miR-7108-5p with sequence GUGUGGCCGGCAGGCGGGUGG. The protein sequence of the target gene is MEDLSSPDSTLLQGGHNLLSSASFQEAVTFKDVIVDFTQEEWKQLDPGQRDLFRDVTLENYTHLVSIGLQVSKPDVISQLEQGTEPWIMEPSIPVGTCADWETRLENSVSAPEPDISEEELSPEVIVEKHKRDDSWSSNLLESWEYEGSLERQQANQQTLPKEIKVTEKTIPSWEKGPVNNEFGKSVNVSSNLVTQEPSPEETSTKRSIKQNSNPVKKEKSCKCNECGKAFSYCSALIRHQRTHTGEKPYKCNECEKAFSRSENLINHQRIHTGDKPYKCDQCGKGFIEGPSLTQHQRIH.... Result: 0 (no interaction). (5) The miRNA is hsa-miR-5586-5p with sequence UAUCCAGCUUGUUACUAUAUGC. The protein sequence of the target gene is MLRPQGLLWLPLLFTSVCVMLNSNVLLWITALAIKFTLIDSQAQYPVVNTNYGKIQGLRTPLPSEILGPVEQYLGVPYASPPTGERRFQPPESPSSWTGIRNATQFSAVCPQHLDERFLLHDMLPIWFTTSLDTLMTYVQDQNEDCLYLNIYVPMEDDIHEQNSKKPVMVYIHGGSYMEGTGNMIDGSILASYGNVIVITINYRLGILGFLSTGDQAAKGNYGLLDQIQALRWIEENVGAFGGDPKRVTIFGSGAGASCVSLLTLSHYSEGLFQKAIIQSGTALSSWAVNYQPAKYTRIL.... Result: 0 (no interaction).